Predict the reactants needed to synthesize the given product. From a dataset of Full USPTO retrosynthesis dataset with 1.9M reactions from patents (1976-2016). (1) Given the product [CH3:23][C:17]1[CH:18]=[C:19]([CH3:22])[CH:20]=[CH:21][C:16]=1[N:13]1[CH2:14][CH2:15][N:10]([C:8]([C:5]2[CH:6]=[CH:7][C:2]([N:33]3[C@H:32]([CH2:34][OH:35])[CH2:31][O:30][C:29]3=[O:28])=[CH:3][C:4]=2[S:24]([CH3:27])(=[O:26])=[O:25])=[O:9])[CH2:11][CH2:12]1, predict the reactants needed to synthesize it. The reactants are: Br[C:2]1[CH:7]=[CH:6][C:5]([C:8]([N:10]2[CH2:15][CH2:14][N:13]([C:16]3[CH:21]=[CH:20][C:19]([CH3:22])=[CH:18][C:17]=3[CH3:23])[CH2:12][CH2:11]2)=[O:9])=[C:4]([S:24]([CH3:27])(=[O:26])=[O:25])[CH:3]=1.[O:28]=[C:29]1[NH:33][C@H:32]([CH2:34][O:35]C(=O)C2C=CC=CC=2)[CH2:31][O:30]1.C(=O)([O-])[O-].[K+].[K+].CNCCNC. (2) Given the product [Cl:1][C:2]1[CH:7]=[CH:6][C:5]([C@@H:8]([CH2:9][NH:10][CH:18]([CH3:20])[CH3:19])[C:21]([N:23]2[CH2:24][CH2:25][N:26]([C:29]3[C:34]([C:35]4[CH:36]=[N:37][N:38]([CH3:40])[CH:39]=4)=[CH:33][N:32]=[C:31]4[NH:41][CH:42]=[CH:43][C:30]=34)[CH2:27][CH2:28]2)=[O:22])=[CH:4][CH:3]=1, predict the reactants needed to synthesize it. The reactants are: [Cl:1][C:2]1[CH:7]=[CH:6][C:5]([C@H:8]([C:21]([N:23]2[CH2:28][CH2:27][N:26]([C:29]3[C:34]([C:35]4[CH:36]=[N:37][N:38]([CH3:40])[CH:39]=4)=[CH:33][N:32]=[C:31]4[NH:41][CH:42]=[CH:43][C:30]=34)[CH2:25][CH2:24]2)=[O:22])[CH2:9][N:10]([CH:18]([CH3:20])[CH3:19])C(=O)OC(C)(C)C)=[CH:4][CH:3]=1.C(O)(C(F)(F)F)=O. (3) Given the product [C:1]([N:4]1[C:12]2[C:7](=[CH:8][CH:9]=[CH:10][CH:11]=2)[CH2:6][CH:5]1[C:13]1[N:14]=[C:17]([CH2:18][CH2:19][CH3:20])[O:16][N:15]=1)(=[O:3])[CH3:2], predict the reactants needed to synthesize it. The reactants are: [C:1]([N:4]1[C:12]2[C:7](=[CH:8][CH:9]=[CH:10][CH:11]=2)[CH2:6][CH:5]1[C:13](=[N:15][OH:16])[NH2:14])(=[O:3])[CH3:2].[C:17](Cl)(=O)[CH2:18][CH2:19][CH3:20]. (4) Given the product [OH:1][CH:2]([CH2:16][NH:20][CH:17]([CH3:19])[CH3:18])[CH2:3][O:4][C:5]1[CH:10]=[CH:9][C:8]([CH2:11][C:12]([O:14][CH3:15])=[O:13])=[CH:7][CH:6]=1, predict the reactants needed to synthesize it. The reactants are: [O:1]1[CH2:16][CH:2]1[CH2:3][O:4][C:5]1[CH:10]=[CH:9][C:8]([CH2:11][C:12]([O:14][CH3:15])=[O:13])=[CH:7][CH:6]=1.[CH:17]([NH2:20])([CH3:19])[CH3:18].O. (5) Given the product [C:35]([O:34][C:32](=[O:33])[NH:39][C:40]1[CH:45]=[CH:44][CH:43]=[CH:42][C:41]=1[NH:46][C:17](=[O:19])/[CH:16]=[CH:15]/[C:12]1[CH:13]=[CH:14][N:10]([S:7]([C:4]2[CH:3]=[CH:2][C:1]([CH3:20])=[CH:6][CH:5]=2)(=[O:8])=[O:9])[CH:11]=1)([CH3:38])([CH3:36])[CH3:37], predict the reactants needed to synthesize it. The reactants are: [C:1]1([CH3:20])[CH:6]=[CH:5][C:4]([S:7]([N:10]2[CH:14]=[CH:13][C:12](/[CH:15]=[CH:16]/[C:17]([OH:19])=O)=[CH:11]2)(=[O:9])=[O:8])=[CH:3][CH:2]=1.C1C=CC2N(O)N=NC=2C=1.Cl.[C:32]([NH:39][C:40]1[CH:45]=[CH:44][CH:43]=[CH:42][C:41]=1[NH2:46])([O:34][C:35]([CH3:38])([CH3:37])[CH3:36])=[O:33]. (6) Given the product [C:14]([O:13][C:3](=[O:12])[CH:4]([C:19]1[CH:24]=[CH:23][C:22]([CH3:25])=[CH:21][CH:20]=1)[C:5]([O:7][C:8]([CH3:9])([CH3:10])[CH3:11])=[O:6])([CH3:17])([CH3:16])[CH3:15], predict the reactants needed to synthesize it. The reactants are: [H-].[Na+].[C:3]([O:13][C:14]([CH3:17])([CH3:16])[CH3:15])(=[O:12])[CH2:4][C:5]([O:7][C:8]([CH3:11])([CH3:10])[CH3:9])=[O:6].I[C:19]1[CH:24]=[CH:23][C:22]([CH3:25])=[CH:21][CH:20]=1.[Cl-].[NH4+].